From a dataset of Forward reaction prediction with 1.9M reactions from USPTO patents (1976-2016). Predict the product of the given reaction. (1) Given the reactants [CH:1]1[C:9]2[C:8]3[CH:10]=[CH:11][CH:12]=[CH:13][C:7]=3[O:6][C:5]=2[C:4]([C:14]2[CH:20]=[CH:19][C:17]([NH2:18])=[CH:16][CH:15]=2)=[CH:3][CH:2]=1.[F:21][C:22]([F:32])([F:31])[C:23]1[CH:30]=[CH:29][C:26]([CH:27]=O)=[CH:25][CH:24]=1, predict the reaction product. The product is: [CH:1]1[C:9]2[C:8]3[CH:10]=[CH:11][CH:12]=[CH:13][C:7]=3[O:6][C:5]=2[C:4]([C:14]2[CH:20]=[CH:19][C:17]([NH:18][CH2:27][C:26]3[CH:25]=[CH:24][C:23]([C:22]([F:21])([F:31])[F:32])=[CH:30][CH:29]=3)=[CH:16][CH:15]=2)=[CH:3][CH:2]=1. (2) The product is: [F:28][C:29]1[CH:35]=[C:34]([F:36])[CH:33]=[CH:32][C:30]=1[NH:31][C:2]1[CH:27]=[CH:26][C:5]2[C:6](=[O:25])[C:7]3[CH:14]=[C:13]([O:15][CH2:16][CH2:17][C@@H:18]4[CH2:22][O:21][C:20]([CH3:24])([CH3:23])[O:19]4)[CH:12]=[CH:11][C:8]=3[CH2:9][CH2:10][C:4]=2[CH:3]=1. Given the reactants Cl[C:2]1[CH:27]=[CH:26][C:5]2[C:6](=[O:25])[C:7]3[CH:14]=[C:13]([O:15][CH2:16][CH2:17][C@@H:18]4[CH2:22][O:21][C:20]([CH3:24])([CH3:23])[O:19]4)[CH:12]=[CH:11][C:8]=3[CH2:9][CH2:10][C:4]=2[CH:3]=1.[F:28][C:29]1[CH:35]=[C:34]([F:36])[CH:33]=[CH:32][C:30]=1[NH2:31].C1(C)C=CC=CC=1, predict the reaction product. (3) Given the reactants [C:1]([OH:11])(=O)[C:2]1[CH:7]=[CH:6][CH:5]=[C:4]([O:8][CH3:9])[CH:3]=1.[C:12]([C:16]1[CH:31]=[CH:30][C:19]([C:20]([NH:22][C:23]2[C:24]([NH2:29])=[CH:25][CH:26]=[CH:27][CH:28]=2)=[O:21])=[CH:18][CH:17]=1)([CH3:15])([CH3:14])[CH3:13], predict the reaction product. The product is: [CH3:9][O:8][C:4]1[CH:3]=[C:2]([CH:7]=[CH:6][CH:5]=1)[C:1]([NH:29][C:24]1[C:23]([NH:22][C:20](=[O:21])[C:19]2[CH:30]=[CH:31][C:16]([C:12]([CH3:14])([CH3:13])[CH3:15])=[CH:17][CH:18]=2)=[CH:28][CH:27]=[CH:26][CH:25]=1)=[O:11].